From a dataset of Forward reaction prediction with 1.9M reactions from USPTO patents (1976-2016). Predict the product of the given reaction. (1) Given the reactants [O:1]=[C:2]1[C:10]2[C:5](=[CH:6][CH:7]=[CH:8][CH:9]=2)[C:4](=[CH:11][C:12]2[N:17]=[C:16](C(O)=O)[CH:15]=[CH:14][CH:13]=2)[O:3]1.C(C1OC([C:28]([OH:30])=[O:29])=CC=1)=O.O=C1C2C(=CC=CC=2)C(=CC2SC(C(O)=O)=CC=2)O1.C(C1SC(C(O)=O)=CC=1)=O.O=C1C2C(=CC=CC=2)C(=CC2OC(C(O)=O)=CC=2)O1, predict the reaction product. The product is: [O:1]=[C:2]1[C:10]2[C:5](=[CH:6][CH:7]=[CH:8][CH:9]=2)[C:4](=[CH:11][C:12]2[CH:13]=[C:14]([CH:15]=[CH:16][N:17]=2)[C:28]([OH:30])=[O:29])[O:3]1. (2) Given the reactants [Cl:1][C:2]1[C:3]([N:19]2[CH2:24][CH2:23][CH:22]([C:25]([O:27][CH3:28])=[O:26])[CH2:21][CH2:20]2)=[N:4][CH:5]=[C:6]([C:12]2[O:13][C:14]([CH2:17][CH3:18])=[CH:15][N:16]=2)[C:7]=1S(C)(=O)=O.C[CH2:30][N:31](C(C)C)C(C)C.CN, predict the reaction product. The product is: [Cl:1][C:2]1[C:3]([N:19]2[CH2:24][CH2:23][CH:22]([C:25]([O:27][CH3:28])=[O:26])[CH2:21][CH2:20]2)=[N:4][CH:5]=[C:6]([C:12]2[O:13][C:14]([CH2:17][CH3:18])=[CH:15][N:16]=2)[C:7]=1[NH:31][CH3:30].